This data is from Forward reaction prediction with 1.9M reactions from USPTO patents (1976-2016). The task is: Predict the product of the given reaction. (1) Given the reactants [S:1]1[C:5]2[CH:6]=[CH:7][CH:8]=[CH:9][C:4]=2[N:3]=[C:2]1[NH:10][C@H:11]1[CH2:14][C@H:13]([NH2:15])[CH2:12]1.C(=O)([O-])[O-].[Cs+].[Cs+].Cl[C:23]1[C:28]([N+:29]([O-:31])=[O:30])=[CH:27][CH:26]=[CH:25][N:24]=1, predict the reaction product. The product is: [S:1]1[C:5]2[CH:6]=[CH:7][CH:8]=[CH:9][C:4]=2[N:3]=[C:2]1[NH:10][C@H:11]1[CH2:12][C@H:13]([NH:15][C:23]2[C:28]([N+:29]([O-:31])=[O:30])=[CH:27][CH:26]=[CH:25][N:24]=2)[CH2:14]1. (2) Given the reactants Br[C:2]1[CH:3]=[C:4]([CH:25]=[CH:26][N:27]=1)[C:5]([NH:7][C:8]1[S:9][C:10]2[C:16]([CH:17]3[CH2:22][O:21][CH2:20][CH2:19][O:18]3)=[CH:15][CH:14]=[C:13]([O:23][CH3:24])[C:11]=2[N:12]=1)=[O:6].C(=O)([O-])[O-].[Cs+].[Cs+].Cl.[CH3:35][O:36][CH:37]1[CH2:40][NH:39][CH2:38]1.C(Cl)(Cl)Cl, predict the reaction product. The product is: [O:18]1[CH2:19][CH2:20][O:21][CH2:22][CH:17]1[C:16]1[C:10]2[S:9][C:8]([NH:7][C:5](=[O:6])[C:4]3[CH:25]=[CH:26][N:27]=[C:2]([N:39]4[CH2:40][CH:37]([O:36][CH3:35])[CH2:38]4)[CH:3]=3)=[N:12][C:11]=2[C:13]([O:23][CH3:24])=[CH:14][CH:15]=1. (3) Given the reactants Cl[C:2]1[CH:7]=[C:6]([Cl:8])[N:5]=[C:4]([N:9]2[CH2:14][CH2:13][O:12][CH2:11][CH2:10]2)[N:3]=1.[Cl:15][C:16]1[CH:17]=[C:18](B(O)O)[CH:19]=[CH:20][C:21]=1[F:22].[O-]P([O-])([O-])=O.[K+].[K+].[K+], predict the reaction product. The product is: [Cl:8][C:6]1[CH:7]=[C:2]([C:18]2[CH:19]=[CH:20][C:21]([F:22])=[C:16]([Cl:15])[CH:17]=2)[N:3]=[C:4]([N:9]2[CH2:14][CH2:13][O:12][CH2:11][CH2:10]2)[N:5]=1. (4) The product is: [Cl:28][C:26]1[C:3]([O:10][CH2:11][C:12]([F:15])([F:14])[F:13])=[CH:4][C:5]([C:8](=[NH:9])[NH:17][OH:18])=[N:6][CH:7]=1. Given the reactants ClC1[C:3]([O:10][CH2:11][C:12]([F:15])([F:14])[F:13])=[CH:4][C:5]([C:8]#[N:9])=[N:6][CH:7]=1.Cl.[NH2:17][OH:18].C(N(CC)CC)C.[CH2:26]([Cl:28])Cl, predict the reaction product. (5) The product is: [Cl:1][C:2]1[CH:10]=[CH:9][C:5]([C:6]([NH:39][CH2:38][CH2:37][CH2:36][O:35][CH3:34])=[O:8])=[CH:4][N:3]=1. Given the reactants [Cl:1][C:2]1[CH:10]=[CH:9][C:5]([C:6]([OH:8])=O)=[CH:4][N:3]=1.C1C=CC2N(O)N=NC=2C=1.C(Cl)CCl.CCN(C(C)C)C(C)C.[CH3:34][O:35][CH2:36][CH2:37][CH2:38][NH2:39], predict the reaction product. (6) Given the reactants I(C1C=CC=C(CC([O-])=O)C=1CC([O-])=O)=O.[Cl:17][C:18]1[CH:23]=[CH:22][CH:21]=[CH:20][C:19]=1[NH:24][C:25](=[NH:29])[CH:26]([CH3:28])[CH3:27], predict the reaction product. The product is: [Cl:17][C:18]1[C:19]2[N:24]=[C:25]([CH:26]([CH3:27])[CH3:28])[NH:29][C:20]=2[CH:21]=[CH:22][CH:23]=1. (7) Given the reactants [Cl:1][C:2]1[CH:7]=[CH:6][C:5]([C@H:8]2[N:15]3[C:11]([S:12][C:13]([C:19](O)=[O:20])=[C:14]3[CH:16]([CH3:18])[CH3:17])=[N:10][C@:9]2([C:23]2[CH:28]=[CH:27][C:26]([Cl:29])=[CH:25][CH:24]=2)[CH3:22])=[CH:4][CH:3]=1.[C:30]([N:33]1[CH2:38][CH2:37][NH:36][CH2:35][CH2:34]1)(=[O:32])[CH3:31], predict the reaction product. The product is: [C:30]([N:33]1[CH2:38][CH2:37][N:36]([C:19]([C:13]2[S:12][C:11]3=[N:10][C@:9]([C:23]4[CH:24]=[CH:25][C:26]([Cl:29])=[CH:27][CH:28]=4)([CH3:22])[C@@H:8]([C:5]4[CH:4]=[CH:3][C:2]([Cl:1])=[CH:7][CH:6]=4)[N:15]3[C:14]=2[CH:16]([CH3:18])[CH3:17])=[O:20])[CH2:35][CH2:34]1)(=[O:32])[CH3:31]. (8) Given the reactants Cl[C:2]1[CH:3]=[CH:4][C:5]2[N:11]3[CH2:12][C@H:8]([CH2:9][CH2:10]3)[NH:7][C:6]=2[N:13]=1.[F:14][C:15]([F:23])([F:22])[CH:16]1[CH2:21][CH2:20][CH2:19][NH:18][CH2:17]1.CC(C)([O-])C.[K+], predict the reaction product. The product is: [F:14][C:15]([F:23])([F:22])[CH:16]1[CH2:21][CH2:20][CH2:19][N:18]([C:2]2[CH:3]=[CH:4][C:5]3[N:11]4[CH2:12][C@H:8]([CH2:9][CH2:10]4)[NH:7][C:6]=3[N:13]=2)[CH2:17]1. (9) The product is: [OH:5][C:4]1[CH:3]=[C:2]([CH:10]=[C:8]([OH:9])[C:6]=1[OH:7])[C:1]([O:12][CH3:18])=[O:11]. Given the reactants [C:1]([OH:12])(=[O:11])[C:2]1[CH:10]=[C:8]([OH:9])[C:6]([OH:7])=[C:4]([OH:5])[CH:3]=1.OS(O)(=O)=O.[CH3:18]O, predict the reaction product.